The task is: Predict the reactants needed to synthesize the given product.. This data is from Full USPTO retrosynthesis dataset with 1.9M reactions from patents (1976-2016). (1) Given the product [CH3:24][N:21]1[CH2:22][CH2:23][N:18]([C:15]2[CH:14]=[CH:13][C:12]([NH:11][C:8]3[N:7]=[CH:6][C:5]4=[CH:4][CH:3]=[C:2]([C:29]5[CH:28]=[C:27]([CH2:26][OH:25])[CH:32]=[CH:31][CH:30]=5)[N:10]4[N:9]=3)=[CH:17][CH:16]=2)[CH2:19][CH2:20]1, predict the reactants needed to synthesize it. The reactants are: Br[C:2]1[N:10]2[C:5]([CH:6]=[N:7][C:8]([NH:11][C:12]3[CH:17]=[CH:16][C:15]([N:18]4[CH2:23][CH2:22][N:21]([CH3:24])[CH2:20][CH2:19]4)=[CH:14][CH:13]=3)=[N:9]2)=[CH:4][CH:3]=1.[OH:25][CH2:26][C:27]1[CH:28]=[C:29](B(O)O)[CH:30]=[CH:31][CH:32]=1. (2) Given the product [CH2:13]([O:15][C:16]1[CH:17]=[C:18]([C:22]2[C:27]([CH2:28][CH2:29][O:30][CH3:31])=[C:26]([CH2:32][CH3:33])[C:25]([OH:34])=[CH:24][C:23]=2[OH:39])[CH:19]=[CH:20][CH:21]=1)[CH3:14], predict the reactants needed to synthesize it. The reactants are: C(Cl)(=O)OC.C(N(CC)CC)C.[CH2:13]([O:15][C:16]1[CH:17]=[C:18]([C:22]2[C:27]([CH2:28][CH2:29][O:30][CH3:31])=[C:26]([CH2:32][CH3:33])[C:25]([O:34]C(OC)=O)=[CH:24][C:23]=2[O:39]C(OC)=O)[CH:19]=[CH:20][CH:21]=1)[CH3:14].[BH4-].[Na+].N. (3) Given the product [C:2]([N:6]1[CH:14]=[C:13]2[C:8]([C:9](=[O:20])[NH:10][C:11]3([CH2:19][CH2:18][N:17]([C:39]([C:36]4[CH:37]=[C:38]5[C:33]([CH:32]=[CH:31][N:30]=[C:29]5[NH:28][CH2:27][C:26]5[CH:25]=[CH:24][C:23]([O:22][CH3:21])=[CH:43][CH:42]=5)=[CH:34][CH:35]=4)=[O:40])[CH2:16][CH2:15]3)[CH2:12]2)=[N:7]1)([CH3:5])([CH3:3])[CH3:4], predict the reactants needed to synthesize it. The reactants are: Cl.[C:2]([N:6]1[CH:14]=[C:13]2[C:8]([C:9](=[O:20])[NH:10][C:11]3([CH2:19][CH2:18][NH:17][CH2:16][CH2:15]3)[CH2:12]2)=[N:7]1)([CH3:5])([CH3:4])[CH3:3].[CH3:21][O:22][C:23]1[CH:43]=[CH:42][C:26]([CH2:27][NH:28][C:29]2[C:38]3[C:33](=[CH:34][CH:35]=[C:36]([C:39](O)=[O:40])[CH:37]=3)[CH:32]=[CH:31][N:30]=2)=[CH:25][CH:24]=1. (4) The reactants are: CS(O)(=O)=O.C(OC([NH:13][C@H:14]([C:19]([OH:21])=[O:20])[C:15]([CH3:18])([CH3:17])[CH3:16])=O)(C)(C)C.C(N(CC)CC)C. Given the product [NH2:13][C@H:14]([C:19]([OH:21])=[O:20])[C:15]([CH3:18])([CH3:17])[CH3:16], predict the reactants needed to synthesize it. (5) Given the product [CH2:8]([OH:9])[CH:6]([OH:7])[CH:4]([OH:5])[CH:2]([OH:3])[CH2:1][OH:10], predict the reactants needed to synthesize it. The reactants are: [CH2:1]([OH:10])[C@H:2]([C@@H:4]([C@@H:6]([CH2:8][OH:9])[OH:7])[OH:5])[OH:3].[OH-].[Na+].[H][H]. (6) Given the product [CH3:25][O:24][C:7]1[CH:6]=[CH:5][C:4]2[N:3]=[C:2]([NH:26][C:27]3[CH:28]=[C:29]([OH:33])[CH:30]=[CH:31][CH:32]=3)[C:11]3[NH:12][N:13]=[CH:14][C:10]=3[C:9]=2[CH:8]=1, predict the reactants needed to synthesize it. The reactants are: Cl[C:2]1[C:11]2=[N:12][N:13](CC3C=CC(OC)=CC=3)[CH:14]=[C:10]2[C:9]2[CH:8]=[C:7]([O:24][CH3:25])[CH:6]=[CH:5][C:4]=2[N:3]=1.[NH2:26][C:27]1[CH:28]=[C:29]([OH:33])[CH:30]=[CH:31][CH:32]=1.Cl. (7) Given the product [Cl:1][C:2]1[C:3](/[C:12](=[N:27]\[O:28][CH2:29][CH:30]2[CH2:31][CH2:32]2)/[CH2:13][NH:14][C:15](=[O:26])[C:16]2[CH:21]=[CH:20][CH:19]=[CH:18][C:17]=2[C:22]([F:24])([F:25])[F:23])=[N:4][CH:5]=[C:6]([C:8]([F:9])([F:11])[F:10])[CH:7]=1, predict the reactants needed to synthesize it. The reactants are: [Cl:1][C:2]1[C:3](/[C:12](=[N:27]/[O:28][CH2:29][CH:30]2[CH2:32][CH2:31]2)/[CH2:13][NH:14][C:15](=[O:26])[C:16]2[CH:21]=[CH:20][CH:19]=[CH:18][C:17]=2[C:22]([F:25])([F:24])[F:23])=[N:4][CH:5]=[C:6]([C:8]([F:11])([F:10])[F:9])[CH:7]=1.C(C1C=CC=CC=1)(=O)C1C=CC=CC=1. (8) Given the product [Br:1][C:2]1[CH:3]=[C:4]([CH:20]=[CH:21][CH:22]=1)[CH2:5][N:6]1[C:14]2[C:13](=[O:15])[N:12]([CH3:16])[C:11](=[O:17])[N:10]([CH3:18])[C:9]=2[N:8]=[C:7]1[S:19][CH2:24][C:25](=[O:28])[CH2:26][CH3:27], predict the reactants needed to synthesize it. The reactants are: [Br:1][C:2]1[CH:3]=[C:4]([CH:20]=[CH:21][CH:22]=1)[CH2:5][N:6]1[C:14]2[C:13](=[O:15])[N:12]([CH3:16])[C:11](=[O:17])[N:10]([CH3:18])[C:9]=2[N:8]=[C:7]1[SH:19].Br[CH2:24][C:25](=[O:28])[CH2:26][CH3:27].C(=O)([O-])[O-].[K+].[K+]. (9) Given the product [Cl:14][C:10]1[N:9]=[CH:8][CH:7]=[C:6]2[C:5]=1[CH:4]=[CH:3][CH:2]=[N:1]2, predict the reactants needed to synthesize it. The reactants are: [N:1]1[C:10]2[N:9]=[CH:8][CH:7]=[C:6](O)[C:5]=2[CH:4]=[CH:3][CH:2]=1.P(Cl)(Cl)([Cl:14])=O. (10) Given the product [CH2:1]([O:23][C:24]1[CH:29]=[CH:28][C:27]([CH:30]([NH:62][C:61](=[O:66])[O:63][CH2:64][CH3:65])[C:32]2[CH:37]=[CH:36][C:35]([O:38][CH2:39][CH2:40][CH2:41][CH2:42][CH2:43][CH2:44][CH2:45][CH2:46][CH2:47][CH2:48][CH2:49][CH2:50][CH2:51][CH2:52][CH2:53][CH2:54][CH2:55][CH2:56][CH2:57][CH2:58][CH2:59][CH3:60])=[CH:34][CH:33]=2)=[CH:26][CH:25]=1)[CH2:2][CH2:3][CH2:4][CH2:5][CH2:6][CH2:7][CH2:8][CH2:9][CH2:10][CH2:11][CH2:12][CH2:13][CH2:14][CH2:15][CH2:16][CH2:17][CH2:18][CH2:19][CH2:20][CH2:21][CH3:22], predict the reactants needed to synthesize it. The reactants are: [CH2:1]([O:23][C:24]1[CH:29]=[CH:28][C:27]([CH:30]([C:32]2[CH:37]=[CH:36][C:35]([O:38][CH2:39][CH2:40][CH2:41][CH2:42][CH2:43][CH2:44][CH2:45][CH2:46][CH2:47][CH2:48][CH2:49][CH2:50][CH2:51][CH2:52][CH2:53][CH2:54][CH2:55][CH2:56][CH2:57][CH2:58][CH2:59][CH3:60])=[CH:34][CH:33]=2)O)=[CH:26][CH:25]=1)[CH2:2][CH2:3][CH2:4][CH2:5][CH2:6][CH2:7][CH2:8][CH2:9][CH2:10][CH2:11][CH2:12][CH2:13][CH2:14][CH2:15][CH2:16][CH2:17][CH2:18][CH2:19][CH2:20][CH2:21][CH3:22].[C:61](=[O:66])([O:63][CH2:64][CH3:65])[NH2:62].CS(O)(=O)=O.C(=O)([O-])[O-].[Na+].[Na+].